Dataset: Reaction yield outcomes from USPTO patents with 853,638 reactions. Task: Predict the reaction yield, written as a fraction of the theoretical maximum amount of product (1.0 means a 100% yield; for example, 0.34 means a 34% yield). (1) The reactants are [C:1]([C:3]1[CH:8]=[CH:7][C:6]([CH:9]([CH3:18])[CH2:10][NH:11][S:12]([CH:15]([CH3:17])[CH3:16])(=[O:14])=[O:13])=[CH:5][CH:4]=1)#[N:2].[N:19]([Sn](CCCC)(CCCC)CCCC)=[N+:20]=[N-:21].Cl. No catalyst specified. The product is [NH:19]1[C:1]([C:3]2[CH:8]=[CH:7][C:6]([CH:9]([CH3:18])[CH2:10][NH:11][S:12]([CH:15]([CH3:17])[CH3:16])(=[O:13])=[O:14])=[CH:5][CH:4]=2)=[N:2][N:21]=[N:20]1. The yield is 0.890. (2) The reactants are CS[C:3]1[N:8]=[C:7]([NH:9][C@H:10]2[CH2:15][CH2:14][C@H:13]([OH:16])[CH2:12][CH2:11]2)[C:6]([C:17]2[CH:22]=[CH:21][CH:20]=[CH:19][N:18]=2)=[CH:5][N:4]=1.C1C=C(Cl)C=C(C(OO)=O)C=1.[CH3:34][NH2:35]. The catalyst is C1COCC1. The product is [CH3:34][NH:35][C:3]1[N:8]=[C:7]([NH:9][C@H:10]2[CH2:15][CH2:14][C@H:13]([OH:16])[CH2:12][CH2:11]2)[C:6]([C:17]2[CH:22]=[CH:21][CH:20]=[CH:19][N:18]=2)=[CH:5][N:4]=1. The yield is 0.800. (3) The reactants are [C:1]12([O:8][C:7]3[CH:9]=[CH:10][C:11]([C:13]4([C:16]([O:18]C)=[O:17])[CH2:15][CH2:14]4)=[CH:12][C:6]=3[O:5]1)[CH2:4][CH2:3][CH2:2]2.[Li+].[OH-].Cl. The catalyst is C1COCC1.O. The product is [C:1]12([O:8][C:7]3[CH:9]=[CH:10][C:11]([C:13]4([C:16]([OH:18])=[O:17])[CH2:15][CH2:14]4)=[CH:12][C:6]=3[O:5]1)[CH2:2][CH2:3][CH2:4]2. The yield is 0.590.